Dataset: Retrosynthesis with 50K atom-mapped reactions and 10 reaction types from USPTO. Task: Predict the reactants needed to synthesize the given product. (1) Given the product CS(=O)c1ncc(Cl)cn1, predict the reactants needed to synthesize it. The reactants are: CSc1ncc(Cl)cn1.O=C(OO)c1cccc(Cl)c1. (2) Given the product CS(=O)(=O)c1ccc(C(=O)c2cc3nc(-c4cnc(N)nc4)nc(N4CCOCC4)c3s2)cc1, predict the reactants needed to synthesize it. The reactants are: CS(=O)(=O)c1ccc(C(=O)c2cc3nc(Cl)nc(N4CCOCC4)c3s2)cc1.Nc1ncc(B(O)O)cn1. (3) Given the product CC(=O)OCc1c(-c2cn(C)c(=O)c(Nc3ccc(N4CCN(C5COC5)CC4)cc3)n2)cc(F)cc1N1CCn2c(cc3c2CCCC3)C1=O, predict the reactants needed to synthesize it. The reactants are: CC(=O)OCc1c(B2OC(C)(C)C(C)(C)O2)cc(F)cc1N1CCn2c(cc3c2CCCC3)C1=O.Cn1cc(Br)nc(Nc2ccc(N3CCN(C4COC4)CC3)cc2)c1=O. (4) Given the product CCOc1ccc(C(=O)Nc2ccc3c(c2Cl)CNCC3)cc1Br, predict the reactants needed to synthesize it. The reactants are: CCOc1ccc(C(=O)Nc2ccc3c(c2Cl)CN(C(=O)C(F)(F)F)CC3)cc1Br. (5) Given the product CCC(C)NCc1nc(-c2ccc(OC)c(OC)c2)c2cc(OC)c(OC)cc2n1, predict the reactants needed to synthesize it. The reactants are: CCC(C)N.COc1ccc(-c2nc(CCl)nc3cc(OC)c(OC)cc23)cc1OC. (6) Given the product C#CC(C)(O)CCCCn1cnc2c1c(=O)[nH]c(=O)n2C, predict the reactants needed to synthesize it. The reactants are: C#CC(C)(O)CCCCCl.Cn1c(=O)[nH]c(=O)c2[nH]cnc21. (7) Given the product COC(=O)c1cc(Cl)cc(C(=O)O)c1, predict the reactants needed to synthesize it. The reactants are: COC(=O)c1cc(Cl)cc(C(=O)OC)c1. (8) Given the product CCOC(=O)N[C@H](C(=O)NN(Cc1ccc(-c2cncs2)cc1)C[C@H](O)[C@H](Cc1ccccc1)NC(=O)[C@@H](NC(=O)OC)C(C)C)C(C)C, predict the reactants needed to synthesize it. The reactants are: CCOC(=O)N[C@H](C(=O)O)C(C)C.COC(=O)N[C@H](C(=O)N[C@@H](Cc1ccccc1)[C@@H](O)CN(N)Cc1ccc(-c2cncs2)cc1)C(C)C. (9) Given the product O=C(c1ccccc1)C1CCN(CCc2ccccc2)CC1, predict the reactants needed to synthesize it. The reactants are: BrCCc1ccccc1.O=C(c1ccccc1)C1CCNCC1.